This data is from Forward reaction prediction with 1.9M reactions from USPTO patents (1976-2016). The task is: Predict the product of the given reaction. (1) Given the reactants [CH3:1][O:2][C:3]1[CH:4]=[C:5]2[C:9](=[CH:10][CH:11]=1)[NH:8][N:7]=[C:6]2[C:12]([NH:14][CH2:15][CH:16]1[CH2:21][CH2:20][N:19](CC2SC=C(C(OC)=O)N=2)[CH2:18][CH2:17]1)=[O:13].Cl[CH2:33][C:34]1[N:35]=[C:36]([C:39]([O:41][CH2:42][CH3:43])=[O:40])[S:37][CH:38]=1, predict the reaction product. The product is: [CH3:1][O:2][C:3]1[CH:4]=[C:5]2[C:9](=[CH:10][CH:11]=1)[NH:8][N:7]=[C:6]2[C:12]([NH:14][CH2:15][CH:16]1[CH2:21][CH2:20][N:19]([CH2:33][C:34]2[N:35]=[C:36]([C:39]([O:41][CH2:42][CH3:43])=[O:40])[S:37][CH:38]=2)[CH2:18][CH2:17]1)=[O:13]. (2) The product is: [CH3:1][N:2]([CH3:21])[S:3]([C:6]1[S:7][C:8]([C:11]2[CH:16]=[CH:15][N:14]=[C:13]([NH:22][C:23]3[CH:28]=[CH:27][CH:26]=[C:25]([CH:29]([OH:31])[CH3:30])[CH:24]=3)[N:12]=2)=[CH:9][CH:10]=1)(=[O:5])=[O:4]. Given the reactants [CH3:1][N:2]([CH3:21])[S:3]([C:6]1[S:7][C:8]([C:11]2[CH:16]=[CH:15][N:14]=[C:13](S(C)(=O)=O)[N:12]=2)=[CH:9][CH:10]=1)(=[O:5])=[O:4].[NH2:22][C:23]1[CH:24]=[C:25]([CH:29]([OH:31])[CH3:30])[CH:26]=[CH:27][CH:28]=1.FC(F)(F)C(O)=O, predict the reaction product. (3) Given the reactants [Cl:1][C:2]1[N:10]=[C:9](N)[N:8]=[C:7]2[C:3]=1[N:4]=[CH:5][N:6]2[CH2:12][O:13][CH2:14][CH2:15][Si:16]([CH3:19])([CH3:18])[CH3:17].C(I)[I:21].N(OCCC(C)C)=O, predict the reaction product. The product is: [Cl:1][C:2]1[N:10]=[C:9]([I:21])[N:8]=[C:7]2[C:3]=1[N:4]=[CH:5][N:6]2[CH2:12][O:13][CH2:14][CH2:15][Si:16]([CH3:19])([CH3:18])[CH3:17]. (4) Given the reactants [CH3:1][C:2]1[C:10]2[C:5](=[CH:6][CH:7]=[C:8]([CH3:32])[C:9]=2[C:11]2[N:12]=[C:13](O)[C:14]3[CH2:20][N:19]([C:21]4[CH:26]=[C:25]([CH:27]([CH3:29])[CH3:28])[CH:24]=[CH:23][C:22]=4[CH3:30])[CH2:18][CH2:17][C:15]=3[N:16]=2)[NH:4][N:3]=1.[CH3:33][N+](C)=C[Cl:36].[Cl-:38].[OH2:39], predict the reaction product. The product is: [Cl:36][C:13]1[C:14]2[CH2:20][N:19]([C:21]3[CH:26]=[C:25]([CH:27]([CH3:29])[CH3:28])[CH:24]=[CH:23][C:22]=3[CH3:30])[CH2:18][CH2:17][C:15]=2[N:16]=[C:11]([C:9]2[C:8]([CH3:32])=[CH:7][CH:6]=[C:5]3[C:10]=2[C:2]([CH3:1])=[N:3][NH:4]3)[N:12]=1.[Cl:38][C:13]1[C:14]2[CH2:20][N:19]([C:21]3[CH:26]=[C:25]([CH:27]([CH3:28])[CH3:29])[CH:24]=[CH:23][C:22]=3[CH3:30])[CH2:18][CH2:17][C:15]=2[N:16]=[C:11]([C:9]2[C:8]([CH3:32])=[CH:7][CH:6]=[C:5]3[C:10]=2[C:2]([CH3:1])=[N:3][N:4]3[CH:33]=[O:39])[N:12]=1.